From a dataset of Forward reaction prediction with 1.9M reactions from USPTO patents (1976-2016). Predict the product of the given reaction. (1) Given the reactants [C:1]1([NH2:8])[CH:6]=[CH:5][CH:4]=[CH:3][C:2]=1[NH2:7].[OH-].[Na+].[C:11]([O:15][C:16](OC([O-])=O)=[O:17])([CH3:14])([CH3:13])[CH3:12], predict the reaction product. The product is: [C:11]([O:15][C:16]([NH:7][C:2]1[CH:3]=[CH:4][CH:5]=[CH:6][C:1]=1[NH2:8])=[O:17])([CH3:14])([CH3:13])[CH3:12]. (2) Given the reactants [NH2:1][C:2]1[CH:3]=[C:4]([CH:16]=[C:17]([C:19]([F:22])([F:21])[F:20])[CH:18]=1)[O:5][C:6]1[CH:11]=[CH:10][N:9]=[C:8]([NH2:12])[C:7]=1[N+:13]([O-:15])=[O:14].[Cl:23][C:24]1[CH:29]=[CH:28][C:27]([N:30]=[C:31]=[O:32])=[CH:26][C:25]=1[C:33]([F:36])([F:35])[F:34], predict the reaction product. The product is: [NH2:12][C:8]1[C:7]([N+:13]([O-:15])=[O:14])=[C:6]([O:5][C:4]2[CH:3]=[C:2]([NH:1][C:31]([NH:30][C:27]3[CH:28]=[CH:29][C:24]([Cl:23])=[C:25]([C:33]([F:35])([F:34])[F:36])[CH:26]=3)=[O:32])[CH:18]=[C:17]([C:19]([F:22])([F:20])[F:21])[CH:16]=2)[CH:11]=[CH:10][N:9]=1. (3) The product is: [CH:19]([C:23]1[CH:35]=[CH:34][CH:33]=[CH:32][C:24]=1[O:25][CH:26]1[CH2:27][CH2:28][N:29]([C:2]2[N:3]=[N:4][C:5]([C:8]3[CH:9]=[N:10][CH:11]=[C:12]([CH:18]=3)[C:13]([O:15][CH2:16][CH3:17])=[O:14])=[CH:6][N:7]=2)[CH2:30][CH2:31]1)([CH2:21][CH3:22])[CH3:20]. Given the reactants Br[C:2]1[N:3]=[N:4][C:5]([C:8]2[CH:9]=[N:10][CH:11]=[C:12]([CH:18]=2)[C:13]([O:15][CH2:16][CH3:17])=[O:14])=[CH:6][N:7]=1.[CH:19]([C:23]1[CH:35]=[CH:34][CH:33]=[CH:32][C:24]=1[O:25][CH:26]1[CH2:31][CH2:30][NH:29][CH2:28][CH2:27]1)([CH2:21][CH3:22])[CH3:20].C(=O)([O-])[O-].[K+].[K+], predict the reaction product. (4) Given the reactants [NH2:1][C:2]1[N:28]=[C:5]2[CH:6]=[C:7]([C:10]3[CH:15]=[CH:14][C:13]([NH:16][C:17](=[O:27])[C@@H:18]([C:20]4[CH:25]=[CH:24][C:23]([F:26])=[CH:22][CH:21]=4)[CH3:19])=[CH:12][CH:11]=3)[CH:8]=[CH:9][N:4]2[N:3]=1.Br[C:30]1[CH:35]=[CH:34][C:33]([S:36]([CH3:39])(=[O:38])=[O:37])=[CH:32][C:31]=1[O:40][CH3:41].CC(C1C=C(C(C)C)C(C2C=CC=CC=2P(C2CCCCC2)C2CCCCC2)=C(C(C)C)C=1)C.O.P([O-])([O-])([O-])=O.[K+].[K+].[K+], predict the reaction product. The product is: [F:26][C:23]1[CH:24]=[CH:25][C:20]([C@@H:18]([CH3:19])[C:17]([NH:16][C:13]2[CH:12]=[CH:11][C:10]([C:7]3[CH:8]=[CH:9][N:4]4[N:3]=[C:2]([NH:1][C:30]5[CH:35]=[CH:34][C:33]([S:36]([CH3:39])(=[O:38])=[O:37])=[CH:32][C:31]=5[O:40][CH3:41])[N:28]=[C:5]4[CH:6]=3)=[CH:15][CH:14]=2)=[O:27])=[CH:21][CH:22]=1. (5) Given the reactants [H-].[Al+3].[Li+].[H-].[H-].[H-].CON(C)[C:10](=[O:34])[C:11]1[CH:16]=[CH:15][C:14]([NH:17][C:18]2[NH:22][C:21](=[O:23])[N:20]([C:24]3[CH:29]=[CH:28][CH:27]=[C:26]([C:30]([F:33])([F:32])[F:31])[CH:25]=3)[N:19]=2)=[CH:13][CH:12]=1, predict the reaction product. The product is: [O:23]=[C:21]1[N:20]([C:24]2[CH:29]=[CH:28][CH:27]=[C:26]([C:30]([F:32])([F:31])[F:33])[CH:25]=2)[N:19]=[C:18]([NH:17][C:14]2[CH:13]=[CH:12][C:11]([CH:10]=[O:34])=[CH:16][CH:15]=2)[NH:22]1. (6) The product is: [F:1][C:2]([F:7])([F:6])[C:3]([OH:5])=[O:4].[OH:8][CH2:9][CH:10]1[CH2:13][NH:12][CH2:11]1. Given the reactants [F:1][C:2]([F:7])([F:6])[C:3]([OH:5])=[O:4].[OH:8][CH2:9][CH:10]1[CH2:13][N:12](C(OC(C)(C)C)=O)[CH2:11]1, predict the reaction product. (7) Given the reactants [CH:1]([O:4][C:5](=[O:34])[CH2:6][CH2:7][CH2:8][CH2:9][CH2:10][O:11][C:12]1[C:13]([NH2:33])=[CH:14][C:15]2[N:19]=[C:18]([C:20]3[CH:25]=[CH:24][CH:23]=[CH:22][CH:21]=3)[N:17]([C:26]3[CH:31]=[CH:30][CH:29]=[CH:28][CH:27]=3)[C:16]=2[CH:32]=1)([CH3:3])[CH3:2].[Cl:35][C:36]1[CH:41]=[CH:40][C:39]([S:42](Cl)(=[O:44])=[O:43])=[CH:38][CH:37]=1, predict the reaction product. The product is: [CH:1]([O:4][C:5](=[O:34])[CH2:6][CH2:7][CH2:8][CH2:9][CH2:10][O:11][C:12]1[C:13]([NH:33][S:42]([C:39]2[CH:40]=[CH:41][C:36]([Cl:35])=[CH:37][CH:38]=2)(=[O:44])=[O:43])=[CH:14][C:15]2[N:19]=[C:18]([C:20]3[CH:21]=[CH:22][CH:23]=[CH:24][CH:25]=3)[N:17]([C:26]3[CH:27]=[CH:28][CH:29]=[CH:30][CH:31]=3)[C:16]=2[CH:32]=1)([CH3:3])[CH3:2]. (8) Given the reactants [NH2:1][C:2]1[N:6]([CH:7]([CH3:9])[CH3:8])[N:5]=[C:4]([C:10]2[CH:15]=[CH:14][CH:13]=[C:12]([N+:16]([O-:18])=[O:17])[CH:11]=2)[C:3]=1[C:19]#[N:20].S(=O)(=O)(O)[OH:22].[OH-].[Na+], predict the reaction product. The product is: [NH2:1][C:2]1[N:6]([CH:7]([CH3:9])[CH3:8])[N:5]=[C:4]([C:10]2[CH:15]=[CH:14][CH:13]=[C:12]([N+:16]([O-:18])=[O:17])[CH:11]=2)[C:3]=1[C:19]([NH2:20])=[O:22]. (9) The product is: [CH3:1][N:2]([CH3:43])[C:3]1[CH:4]=[CH:5][C:6]([C:7]([NH:9][C:10]2[C:11]([F:40])=[C:12]([C:16]3[C:28]4[C:27]5[C:22](=[CH:23][C:24]([N:29]6[CH2:30][CH2:31][O:32][CH2:33][CH2:34]6)=[CH:25][CH:26]=5)[NH:21][C:20]=4[C:19]([C:35]([OH:37])=[O:36])=[N:18][CH:17]=3)[CH:13]=[CH:14][CH:15]=2)=[O:8])=[CH:41][CH:42]=1. Given the reactants [CH3:1][N:2]([CH3:43])[C:3]1[CH:42]=[CH:41][C:6]([C:7]([NH:9][C:10]2[C:11]([F:40])=[C:12]([C:16]3[C:28]4[C:27]5[C:22](=[CH:23][C:24]([N:29]6[CH2:34][CH2:33][O:32][CH2:31][CH2:30]6)=[CH:25][CH:26]=5)[NH:21][C:20]=4[C:19]([C:35]([O:37]CC)=[O:36])=[N:18][CH:17]=3)[CH:13]=[CH:14][CH:15]=2)=[O:8])=[CH:5][CH:4]=1.[OH-].[Na+], predict the reaction product.